This data is from Serine/threonine kinase 33 screen with 319,792 compounds. The task is: Binary Classification. Given a drug SMILES string, predict its activity (active/inactive) in a high-throughput screening assay against a specified biological target. The compound is S1CCn2c1nc(c2)c1ccc(NC(=O)c2cc3OCOc3cc2)cc1. The result is 0 (inactive).